The task is: Predict the reaction yield, written as a fraction of the theoretical maximum amount of product (1.0 means a 100% yield; for example, 0.34 means a 34% yield).. This data is from Reaction yield outcomes from USPTO patents with 853,638 reactions. The reactants are [CH3:1][C:2]1([CH3:10])[CH2:8][CH2:7][C:6](=O)[O:5][C:3]1=[O:4].[CH3:11][OH:12].S(Cl)([Cl:15])=O.COC(=O)CCC(C(Cl)=O)(C)C. No catalyst specified. The product is [CH3:11][O:12][C:3](=[O:4])[C:2]([CH3:10])([CH3:1])[CH2:8][CH2:7][C:6]([Cl:15])=[O:5]. The yield is 0.430.